This data is from Full USPTO retrosynthesis dataset with 1.9M reactions from patents (1976-2016). The task is: Predict the reactants needed to synthesize the given product. (1) Given the product [CH3:36][O:35][C:33]([N:29]1[CH2:28][CH2:27][N:26]([C:24]([C:6]2[N:5]([CH:2]([CH3:3])[CH3:4])[C:13]3[C:8]([CH:7]=2)=[CH:9][C:10]([O:14][CH:15]2[CH2:20][CH2:19][N:18]([CH:21]([CH3:23])[CH3:22])[CH2:17][CH2:16]2)=[CH:11][CH:12]=3)=[O:25])[CH2:31][CH2:30]1)=[O:34], predict the reactants needed to synthesize it. The reactants are: Cl.[CH:2]([N:5]1[C:13]2[C:8](=[CH:9][C:10]([O:14][CH:15]3[CH2:20][CH2:19][N:18]([CH:21]([CH3:23])[CH3:22])[CH2:17][CH2:16]3)=[CH:11][CH:12]=2)[CH:7]=[C:6]1[C:24]([N:26]1[CH2:31][CH2:30][NH:29][CH2:28][CH2:27]1)=[O:25])([CH3:4])[CH3:3].Cl[C:33]([O:35][CH3:36])=[O:34]. (2) Given the product [F:52][C:51]1[C:50]2[CH2:49][CH2:48][CH2:47][CH2:46][C:45]=2[N:44]2[CH2:53][CH2:54][N:41]([C:37]3[N:36]=[CH:35][CH:34]=[C:33]([C:6]4[CH:5]=[C:4]([NH:17][C:18]5[CH:30]=[C:21]6[CH2:22][N:23]([CH:26]7[CH2:29][O:28][CH2:27]7)[CH2:24][CH2:25][N:20]6[N:19]=5)[C:3](=[O:31])[N:2]([CH3:1])[CH:7]=4)[C:38]=3[CH:39]=[O:40])[C:42](=[O:55])[C:43]=12, predict the reactants needed to synthesize it. The reactants are: [CH3:1][N:2]1[CH:7]=[C:6](B2OC(C)(C)C(C)(C)O2)[CH:5]=[C:4]([NH:17][C:18]2[CH:30]=[C:21]3[CH2:22][N:23]([CH:26]4[CH2:29][O:28][CH2:27]4)[CH2:24][CH2:25][N:20]3[N:19]=2)[C:3]1=[O:31].Cl[C:33]1[C:38]([CH:39]=[O:40])=[C:37]([N:41]2[CH2:54][CH2:53][N:44]3[C:45]4[CH2:46][CH2:47][CH2:48][CH2:49][C:50]=4[C:51]([F:52])=[C:43]3[C:42]2=[O:55])[N:36]=[CH:35][CH:34]=1.[O-]P([O-])([O-])=O.[K+].[K+].[K+].C([O-])(=O)C.[Na+]. (3) Given the product [CH:16]1([C:15]2[C:5]([CH3:4])=[C:6]([NH2:7])[N:18]([CH2:10][CH3:11])[N:17]=2)[CH2:20][CH2:19]1, predict the reactants needed to synthesize it. The reactants are: C1([C:4](=O)[CH:5](C)[C:6]#[N:7])CC1.[C:10]([O-])(=O)[CH3:11].[Na+].[CH2:15]([NH:17][NH2:18])[CH3:16].[C:19]([O-])(=O)[C:20]([O-])=O. (4) The reactants are: [CH3:1][CH2:2][O:3][C:4]([C:6]1[NH:7][C:8]2[C:13]([CH:14]=1)=[CH:12][C:11]([C:15]([OH:17])=O)=[CH:10][CH:9]=2)=[O:5].F[B-](F)(F)F.N1(OC(N(C)C)=[N+](C)C)C2C=CC=CC=2N=N1.[CH:40]1([N:45]2[CH2:50][CH2:49][NH:48][CH2:47][CH2:46]2)[CH2:44][CH2:43][CH2:42][CH2:41]1.C(N(CC)C(C)C)(C)C. Given the product [CH2:2]([O:3][C:4]([C:6]1[NH:7][C:8]2[C:13]([CH:14]=1)=[CH:12][C:11]([C:15]([N:48]1[CH2:49][CH2:50][N:45]([CH:40]3[CH2:44][CH2:43][CH2:42][CH2:41]3)[CH2:46][CH2:47]1)=[O:17])=[CH:10][CH:9]=2)=[O:5])[CH3:1], predict the reactants needed to synthesize it. (5) Given the product [F:1][C:2]([F:7])([F:6])[C:3]([OH:5])=[O:4].[F:8][C:9]([F:14])([F:13])[C:10]([OH:12])=[O:11].[C:15]([CH2:17][C:18]1([N:44]2[CH:48]=[C:47]([C:49]3[C:50]4[CH:57]=[CH:56][NH:55][C:51]=4[N:52]=[CH:53][N:54]=3)[CH:46]=[N:45]2)[CH2:19][N:20]([C@@H:22]2[CH2:27][CH2:26][C@H:25]([O:28][C:29]3[N:34]=[C:33]([C:35]([F:37])([F:36])[F:38])[N:32]=[C:31]([C:39]([NH:41][CH2:42][CH2:58][O:59][CH3:60])=[O:40])[CH:30]=3)[CH2:24][CH2:23]2)[CH2:21]1)#[N:16], predict the reactants needed to synthesize it. The reactants are: [F:1][C:2]([F:7])([F:6])[C:3]([OH:5])=[O:4].[F:8][C:9]([F:14])([F:13])[C:10]([OH:12])=[O:11].[C:15]([CH2:17][C:18]1([N:44]2[CH:48]=[C:47]([C:49]3[C:50]4[CH:57]=[CH:56][NH:55][C:51]=4[N:52]=[CH:53][N:54]=3)[CH:46]=[N:45]2)[CH2:21][N:20]([C@@H:22]2[CH2:27][CH2:26][C@H:25]([O:28][C:29]3[N:34]=[C:33]([C:35]([F:38])([F:37])[F:36])[N:32]=[C:31]([C:39]([N:41](C)[CH3:42])=[O:40])[CH:30]=3)[CH2:24][CH2:23]2)[CH2:19]1)#[N:16].[CH3:58][O:59][CH2:60]CN. (6) Given the product [CH2:1]([O:3][C:4](=[O:38])[NH:5][C:6]1[S:7][C:8]([CH2:27][C:28]2[CH:33]=[CH:32][C:31]([S:34]([CH3:37])(=[O:36])=[O:35])=[CH:30][CH:29]=2)=[C:9]([CH2:11][CH2:12][C:13]2[CH:14]=[CH:15][C:16]([NH2:19])=[CH:17][CH:18]=2)[N:10]=1)[CH3:2], predict the reactants needed to synthesize it. The reactants are: [CH2:1]([O:3][C:4](=[O:38])[NH:5][C:6]1[S:7][C:8]([CH2:27][C:28]2[CH:33]=[CH:32][C:31]([S:34]([CH3:37])(=[O:36])=[O:35])=[CH:30][CH:29]=2)=[C:9]([CH2:11][CH2:12][C:13]2[CH:18]=[CH:17][C:16]([NH:19]C(OC(C)(C)C)=O)=[CH:15][CH:14]=2)[N:10]=1)[CH3:2].Cl.